Dataset: Forward reaction prediction with 1.9M reactions from USPTO patents (1976-2016). Task: Predict the product of the given reaction. (1) Given the reactants [Br:1][C:2]1[C:10]2[N:9]=[C:8]([CH3:11])[NH:7][C:6]=2[CH:5]=[C:4]([N:12]2[CH2:17][CH2:16][O:15][CH2:14][CH2:13]2)[CH:3]=1.C(=O)([O-])[O-].[K+].[K+].Br[CH2:25][C:26]1[CH:31]=[CH:30][CH:29]=[C:28]([C:32]([F:35])([F:34])[F:33])[C:27]=1[CH3:36].CCOC(C)=O, predict the reaction product. The product is: [Br:1][C:2]1[C:10]2[N:9]=[C:8]([CH3:11])[N:7]([CH2:25][C:26]3[CH:31]=[CH:30][CH:29]=[C:28]([C:32]([F:33])([F:34])[F:35])[C:27]=3[CH3:36])[C:6]=2[CH:5]=[C:4]([N:12]2[CH2:17][CH2:16][O:15][CH2:14][CH2:13]2)[CH:3]=1. (2) Given the reactants Cl[C:2]1[CH:3]=[N:4][CH:5]=[C:6]([Cl:16])[C:7]=1[CH2:8][O:9][CH:10]1[CH2:15][CH2:14][CH2:13][CH2:12][O:11]1.C(N(CC)CC)C, predict the reaction product. The product is: [CH3:8][O:9][C:10](=[O:11])[C:2]1[C:7]([CH2:8][O:9][CH:10]2[CH2:15][CH2:14][CH2:13][CH2:12][O:11]2)=[C:6]([Cl:16])[CH:5]=[N:4][CH:3]=1. (3) Given the reactants Cl[C:2]1[CH:11]=[CH:10][N:9]=[C:8]2[C:3]=1[CH:4]=[CH:5][C:6]([C:12]1[C:17]([CH3:18])=[CH:16][CH:15]=[CH:14][N:13]=1)=[N:7]2.[NH2:19][C:20]1[N:25]=[CH:24][C:23]([C:26]([F:29])([F:28])[F:27])=[CH:22][N:21]=1.CC1(C)C2C(=C(P(C3C=CC=CC=3)C3C=CC=CC=3)C=CC=2)OC2C(P(C3C=CC=CC=3)C3C=CC=CC=3)=CC=CC1=2.C([O-])([O-])=O.[Cs+].[Cs+], predict the reaction product. The product is: [CH3:18][C:17]1[C:12]([C:6]2[N:7]=[C:8]3[C:3]([C:2]([NH:19][C:20]4[N:21]=[CH:22][C:23]([C:26]([F:29])([F:27])[F:28])=[CH:24][N:25]=4)=[CH:11][CH:10]=[N:9]3)=[CH:4][CH:5]=2)=[N:13][CH:14]=[CH:15][CH:16]=1. (4) Given the reactants [N:1]1([C:7]([C:9]2[CH:14]=[CH:13][C:12]([C@H:15]3[CH2:19][CH2:18][C:17](=O)[CH2:16]3)=[CH:11][CH:10]=2)=[O:8])[CH2:6][CH2:5][O:4][CH2:3][CH2:2]1.[Cl:21][C:22]1[CH:23]=[C:24]([C@H:28]([NH2:30])[CH3:29])[CH:25]=[CH:26][CH:27]=1, predict the reaction product. The product is: [Cl:21][C:22]1[CH:23]=[C:24]([C@H:28]([NH:30][CH:17]2[CH2:18][CH2:19][C@H:15]([C:12]3[CH:13]=[CH:14][C:9]([C:7]([N:1]4[CH2:6][CH2:5][O:4][CH2:3][CH2:2]4)=[O:8])=[CH:10][CH:11]=3)[CH2:16]2)[CH3:29])[CH:25]=[CH:26][CH:27]=1. (5) Given the reactants [F:1][C:2]1[CH:7]=[C:6]([F:8])[CH:5]=[CH:4][C:3]=1[S:9]([NH:12][C:13]1[C:14]([O:29][CH3:30])=[N:15][CH:16]=[C:17]([C:19]2[CH:20]=[CH:21][C:22]3[N:23]([C:25](I)=[CH:26][N:27]=3)[CH:24]=2)[CH:18]=1)(=[O:11])=[O:10].CCN(CC)CC.[CH3:38][C:39]([OH:43])([C:41]#[CH:42])[CH3:40], predict the reaction product. The product is: [F:1][C:2]1[CH:7]=[C:6]([F:8])[CH:5]=[CH:4][C:3]=1[S:9]([NH:12][C:13]1[C:14]([O:29][CH3:30])=[N:15][CH:16]=[C:17]([C:19]2[CH:20]=[CH:21][C:22]3[N:23]([C:25]([C:42]#[C:41][C:39]([OH:43])([CH3:40])[CH3:38])=[CH:26][N:27]=3)[CH:24]=2)[CH:18]=1)(=[O:11])=[O:10]. (6) The product is: [C:3]([O:7][C:8]([NH:10][CH:11]([CH2:16][C:17]1[CH:18]=[N:19][C:20]([C:23]2[CH:28]=[CH:27][CH:26]=[C:25]([F:29])[C:24]=2[F:30])=[CH:21][CH:22]=1)[C:12]([OH:14])=[O:13])=[O:9])([CH3:6])([CH3:4])[CH3:5]. Given the reactants [OH-].[Li+].[C:3]([O:7][C:8]([NH:10][CH:11]([CH2:16][C:17]1[CH:18]=[N:19][C:20]([C:23]2[CH:28]=[CH:27][CH:26]=[C:25]([F:29])[C:24]=2[F:30])=[CH:21][CH:22]=1)[C:12]([O:14]C)=[O:13])=[O:9])([CH3:6])([CH3:5])[CH3:4], predict the reaction product. (7) Given the reactants Cl[C:2]1[C:8]2[CH:9]=[CH:10][CH:11]=[CH:12][C:7]=2[S:6][C:5]2[CH:13]=[CH:14][C:15]([C:17](=[O:22])[CH2:18][CH2:19][CH2:20][CH3:21])=[CH:16][C:4]=2[N:3]=1.C1COCC1.[CH:28]1([Mg]Cl)[CH2:33][CH2:32][CH2:31][CH2:30][CH2:29]1, predict the reaction product. The product is: [CH:28]1([C:2]2[C:8]3[CH:9]=[CH:10][CH:11]=[CH:12][C:7]=3[S:6][C:5]3[CH:13]=[CH:14][C:15]([C:17](=[O:22])[CH2:18][CH2:19][CH2:20][CH3:21])=[CH:16][C:4]=3[N:3]=2)[CH2:33][CH2:32][CH2:31][CH2:30][CH2:29]1.